Dataset: Catalyst prediction with 721,799 reactions and 888 catalyst types from USPTO. Task: Predict which catalyst facilitates the given reaction. (1) Reactant: [OH-].[K+].O.O.[Cl:5][C:6]1[C:11]([N+:12]([O-:14])=[O:13])=[CH:10][CH:9]=[C:8]([Cl:15])[C:7]=1[S:16]([OH:19])(=O)=[O:17].P(Cl)(Cl)(Cl)(Cl)[Cl:21].O=P(Cl)(Cl)Cl. Product: [Cl:5][C:6]1[C:11]([N+:12]([O-:14])=[O:13])=[CH:10][CH:9]=[C:8]([Cl:15])[C:7]=1[S:16]([Cl:21])(=[O:19])=[O:17]. The catalyst class is: 5. (2) Reactant: [Cl:1][CH2:2][CH2:3][O:4][C:5]1[C:6]([N+:27]([O-])=O)=[C:7]([CH2:13][S:14]([C:17]2[C:26]3[C:21](=[CH:22][CH:23]=[CH:24][CH:25]=3)[CH:20]=[CH:19][CH:18]=2)(=[O:16])=[O:15])[CH:8]=[C:9]([O:11][CH3:12])[CH:10]=1.O.NN. Product: [Cl:1][CH2:2][CH2:3][O:4][C:5]1[CH:10]=[C:9]([O:11][CH3:12])[CH:8]=[C:7]([CH2:13][S:14]([C:17]2[C:26]3[C:21](=[CH:22][CH:23]=[CH:24][CH:25]=3)[CH:20]=[CH:19][CH:18]=2)(=[O:16])=[O:15])[C:6]=1[NH2:27]. The catalyst class is: 29. (3) Reactant: [CH2:1]([O:3][C:4]([C:6]1[C:15]2[C:10](=[CH:11][C:12]([C:16]#[C:17][C:18]3[CH:23]=[CH:22][C:21]([CH2:24][C:25]([O:27]C)=[O:26])=[C:20]([F:29])[CH:19]=3)=[CH:13][CH:14]=2)[C:9]([CH3:31])([CH3:30])[CH2:8][CH:7]=1)=[O:5])[CH3:2].[OH-].[Li+]. Product: [CH2:1]([O:3][C:4]([C:6]1[C:15]2[C:10](=[CH:11][C:12]([C:16]#[C:17][C:18]3[CH:23]=[CH:22][C:21]([CH2:24][C:25]([OH:27])=[O:26])=[C:20]([F:29])[CH:19]=3)=[CH:13][CH:14]=2)[C:9]([CH3:30])([CH3:31])[CH2:8][CH:7]=1)=[O:5])[CH3:2]. The catalyst class is: 199. (4) Reactant: [F:1][C:2]([F:42])([F:41])[CH2:3][NH:4][C:5]([NH:7][C:8]1[CH:9]=[C:10]([N:14]2[C:18]3[CH:19]=[CH:20][C:21]([C:23]4[CH:24]=[N:25][N:26]([CH:28]5[CH2:33][CH2:32][N:31](C(OC(C)(C)C)=O)[CH2:30][CH2:29]5)[CH:27]=4)=[CH:22][C:17]=3[N:16]=[CH:15]2)[CH:11]=[CH:12][CH:13]=1)=[O:6].[ClH:43].O1CCOCC1. Product: [NH:31]1[CH2:30][CH2:29][CH:28]([N:26]2[CH:27]=[C:23]([C:21]3[CH:20]=[CH:19][C:18]4[N:14]([C:10]5[CH:9]=[C:8]([NH:7][C:5]([NH:4][CH2:3][C:2]([F:1])([F:42])[F:41])=[O:6])[CH:13]=[CH:12][CH:11]=5)[CH:15]=[N:16][C:17]=4[CH:22]=3)[CH:24]=[N:25]2)[CH2:33][CH2:32]1.[ClH:43]. The catalyst class is: 13. (5) Reactant: [NH:1]1[CH2:6][CH2:5][CH2:4][CH2:3][CH2:2]1.Br[CH2:8][CH2:9][C:10]1[C:18]2[C:13](=[CH:14][CH:15]=[C:16]([F:19])[CH:17]=2)[NH:12][CH:11]=1. Product: [F:19][C:16]1[CH:17]=[C:18]2[C:13](=[CH:14][CH:15]=1)[NH:12][CH:11]=[C:10]2[CH2:9][CH2:8][N:1]1[CH2:6][CH2:5][CH2:4][CH2:3][CH2:2]1. The catalyst class is: 12.